From a dataset of Forward reaction prediction with 1.9M reactions from USPTO patents (1976-2016). Predict the product of the given reaction. (1) Given the reactants Br[C:2]1[CH:3]=[C:4]([NH2:10])[C:5]([O:8][CH3:9])=[N:6][CH:7]=1.[CH3:11][C:12]1[C:17](B2OC(C)(C)C(C)(C)O2)=[CH:16][CH:15]=[CH:14][C:13]=1[NH:27][C:28]([C:30]1[S:34][C:33]2[CH2:35][CH2:36][CH2:37][CH2:38][C:32]=2[CH:31]=1)=[O:29].BrC1C(=O)N(C)C=C(Br)C=1, predict the reaction product. The product is: [NH2:10][C:4]1[CH:3]=[C:2]([C:17]2[C:12]([CH3:11])=[C:13]([NH:27][C:28]([C:30]3[S:34][C:33]4[CH2:35][CH2:36][CH2:37][CH2:38][C:32]=4[CH:31]=3)=[O:29])[CH:14]=[CH:15][CH:16]=2)[CH:7]=[N:6][C:5]=1[O:8][CH3:9]. (2) Given the reactants [Cl:1][C:2]1[CH:3]=[C:4]([CH:10]=[CH:11][C:12]=1[S:13](Cl)(=[O:15])=[O:14])[C:5]([O:7][CH2:8][CH3:9])=[O:6].[CH3:17][N:18]1[C:22]2=[N:23][CH:24]=[C:25]([CH2:27][NH2:28])[CH:26]=[C:21]2[CH:20]=[CH:19]1, predict the reaction product. The product is: [Cl:1][C:2]1[CH:3]=[C:4]([CH:10]=[CH:11][C:12]=1[S:13](=[O:15])(=[O:14])[NH:28][CH2:27][C:25]1[CH:26]=[C:21]2[CH:20]=[CH:19][N:18]([CH3:17])[C:22]2=[N:23][CH:24]=1)[C:5]([O:7][CH2:8][CH3:9])=[O:6]. (3) Given the reactants [Br:1][C:2]1[C:3](=[O:12])[NH:4][N:5]([CH3:11])[C:6]=1[C:7]([F:10])([F:9])[F:8].F[B-](F)(F)F.[CH3:18][O+](C)C, predict the reaction product. The product is: [Br:1][C:2]1[C:3](=[O:12])[N:4]([CH3:18])[N:5]([CH3:11])[C:6]=1[C:7]([F:9])([F:10])[F:8].